Predict the product of the given reaction. From a dataset of Forward reaction prediction with 1.9M reactions from USPTO patents (1976-2016). (1) Given the reactants Br[CH2:2][C:3]1[CH:8]=[CH:7][CH:6]=[C:5]([CH2:9]Br)[CH:4]=1.ClCC1C(C)=C(CCl)C(C)=CC=1C.[NH2:24][C:25]([NH2:27])=[S:26], predict the reaction product. The product is: [C:25]([S:26][CH2:2][C:3]1[CH:8]=[CH:7][CH:6]=[C:5]([CH2:9][S:26][C:25](=[NH:24])[NH2:27])[CH:4]=1)(=[NH:27])[NH2:24]. (2) Given the reactants [H-].[Al+3].[Li+].[H-].[H-].[H-].[CH2:7]([O:14][C:15]([NH:17][C:18]1[CH:23]=[CH:22][C:21]([N:24]2[CH:28]=[C:27]([C:29](OCC)=[O:30])[CH:26]=[N:25]2)=[C:20]([F:34])[CH:19]=1)=[O:16])[C:8]1[CH:13]=[CH:12][CH:11]=[CH:10][CH:9]=1, predict the reaction product. The product is: [F:34][C:20]1[CH:19]=[C:18]([NH:17][C:15](=[O:16])[O:14][CH2:7][C:8]2[CH:9]=[CH:10][CH:11]=[CH:12][CH:13]=2)[CH:23]=[CH:22][C:21]=1[N:24]1[CH:28]=[C:27]([CH2:29][OH:30])[CH:26]=[N:25]1. (3) Given the reactants [CH3:1][N:2]([C:15]1[CH:20]=[CH:19][C:18]([N+:21]([O-:23])=[O:22])=[CH:17][CH:16]=1)[C@H:3]1[CH2:7][CH2:6][N:5](C(OC(C)(C)C)=O)[CH2:4]1.C(O)(C(F)(F)F)=O, predict the reaction product. The product is: [CH3:1][N:2]([C:15]1[CH:20]=[CH:19][C:18]([N+:21]([O-:23])=[O:22])=[CH:17][CH:16]=1)[C@H:3]1[CH2:7][CH2:6][NH:5][CH2:4]1. (4) Given the reactants [CH2:1]([O:8][C:9]1[CH:10]=[C:11]([S:15][C:16]2[CH:21]=[CH:20][C:19]([CH2:22][CH2:23][CH2:24][C:25]([NH:29]C(OC)=O)([CH3:28])[CH2:26][OH:27])=[C:18]([Cl:34])[CH:17]=2)[CH:12]=[CH:13][CH:14]=1)[C:2]1[CH:7]=[CH:6][CH:5]=[CH:4][CH:3]=1.[OH-].[K+].O1CCCC1.CO, predict the reaction product. The product is: [NH2:29][C:25]([CH3:28])([CH2:24][CH2:23][CH2:22][C:19]1[CH:20]=[CH:21][C:16]([S:15][C:11]2[CH:12]=[CH:13][CH:14]=[C:9]([O:8][CH2:1][C:2]3[CH:7]=[CH:6][CH:5]=[CH:4][CH:3]=3)[CH:10]=2)=[CH:17][C:18]=1[Cl:34])[CH2:26][OH:27]. (5) The product is: [P:40]([O:41][CH2:42][C:43]1[CH:48]=[CH:47][CH:46]=[CH:45][CH:44]=1)([O:49][CH2:50][C:51]1[CH:56]=[CH:55][CH:54]=[CH:53][CH:52]=1)([O:17][C:15]1[CH:16]=[C:11]([CH2:10][S:7](/[CH:6]=[CH:5]/[C:4]2[C:20]([O:26][CH3:27])=[CH:21][C:22]([O:24][CH3:25])=[CH:23][C:3]=2[O:2][CH3:1])(=[O:9])=[O:8])[CH:12]=[CH:13][C:14]=1[O:18][CH3:19])=[O:57]. Given the reactants [CH3:1][O:2][C:3]1[CH:23]=[C:22]([O:24][CH3:25])[CH:21]=[C:20]([O:26][CH3:27])[C:4]=1[CH:5]=[CH:6][S:7]([CH2:10][C:11]1[CH:12]=[CH:13][C:14]([O:18][CH3:19])=[C:15]([OH:17])[CH:16]=1)(=[O:9])=[O:8].C(Br)(Br)(Br)Br.C(N(CC)CC)C.[P:40]([O-:57])([O:49][CH2:50][C:51]1[CH:56]=[CH:55][CH:54]=[CH:53][CH:52]=1)[O:41][CH2:42][C:43]1[CH:48]=[CH:47][CH:46]=[CH:45][CH:44]=1, predict the reaction product. (6) Given the reactants [NH2:1][C:2]1[C:10]([F:11])=[C:9]([F:12])[C:5]([C:6]([OH:8])=[O:7])=[C:4]([F:13])[C:3]=1[F:14].[N+](=[CH2:17])=[N-], predict the reaction product. The product is: [CH3:17][O:7][C:6](=[O:8])[C:5]1[C:4]([F:13])=[C:3]([F:14])[C:2]([NH2:1])=[C:10]([F:11])[C:9]=1[F:12]. (7) Given the reactants [CH2:1]([CH2:13][NH2:14])[CH2:2][C:3]([P:9]([OH:12])([OH:11])=[O:10])([P:5]([OH:8])([OH:7])=[O:6])[OH:4].[OH-].[Na+].[Cl-].[Ca+2:18].[Cl-], predict the reaction product. The product is: [CH2:1]([CH2:13][NH2:14])[CH2:2][C:3]([P:5]([O-:7])([OH:8])=[O:6])([P:9]([OH:12])([OH:11])=[O:10])[OH:4].[CH2:1]([CH2:13][NH2:14])[CH2:2][C:3]([P:5]([O-:7])([OH:8])=[O:6])([P:9]([OH:12])([OH:11])=[O:10])[OH:4].[Ca+2:18].